This data is from Peptide-MHC class II binding affinity with 134,281 pairs from IEDB. The task is: Regression. Given a peptide amino acid sequence and an MHC pseudo amino acid sequence, predict their binding affinity value. This is MHC class II binding data. (1) The peptide sequence is YNNNEAFKVENGSAA. The MHC is DRB1_1501 with pseudo-sequence DRB1_1501. The binding affinity (normalized) is 0.252. (2) The peptide sequence is MGAVLIWVGINTRNM. The MHC is DRB1_1302 with pseudo-sequence DRB1_1302. The binding affinity (normalized) is 0.115. (3) The peptide sequence is SNKAFAEGLSGEPKG. The MHC is HLA-DPA10301-DPB10402 with pseudo-sequence HLA-DPA10301-DPB10402. The binding affinity (normalized) is 0.214.